Dataset: Reaction yield outcomes from USPTO patents with 853,638 reactions. Task: Predict the reaction yield, written as a fraction of the theoretical maximum amount of product (1.0 means a 100% yield; for example, 0.34 means a 34% yield). (1) The reactants are [SiH3][NH+:2]([S-])[C@H:3]([C:6]([OH:8])=[O:7])[CH2:4][SH:5].[N+:10]([C:13]1[CH:18]=[CH:17][C:16]([S:19]Cl)=[CH:15][CH:14]=1)([O-:12])=[O:11]. The catalyst is ClCCl. The product is [N+:10]([C:13]1[CH:14]=[CH:15][C:4]([S:5][S:19][C:16]2[CH:17]=[CH:18][C:13]([N+:10]([O-:12])=[O:11])=[CH:14][CH:15]=2)=[CH:3][CH:6]=1)([O-:12])=[O:11].[NH2:2][C@H:3]([C:6]([OH:8])=[O:7])[CH2:4][SH:5]. The yield is 0.690. (2) The catalyst is C1(C)C=CC=CC=1.C(OCC)(=O)C. The product is [F:1][C:2]([F:28])([F:27])[O:3][C:4]1[CH:5]=[CH:6][C:7]([N:10]2[CH:14]=[N:13][C:12]([C:15]3[CH:20]=[CH:19][C:18]([CH:21]([CH3:26])[CH2:22][C:23]([N:52]=[N+:53]=[N-:54])=[O:25])=[CH:17][CH:16]=3)=[N:11]2)=[CH:8][CH:9]=1. The reactants are [F:1][C:2]([F:28])([F:27])[O:3][C:4]1[CH:9]=[CH:8][C:7]([N:10]2[CH:14]=[N:13][C:12]([C:15]3[CH:20]=[CH:19][C:18]([CH:21]([CH3:26])[CH2:22][C:23]([OH:25])=O)=[CH:17][CH:16]=3)=[N:11]2)=[CH:6][CH:5]=1.C(N(CC)CC)C.P([N:52]=[N+:53]=[N-:54])(=O)(OC1C=CC=CC=1)OC1C=CC=CC=1. The yield is 0.120. (3) The reactants are [CH:1]1([CH2:4][NH:5][C:6](=[O:23])[O:7][CH2:8][CH2:9][CH2:10][C:11]2[CH:16]=[CH:15][C:14]([O:17][CH2:18][CH2:19][O:20][CH3:21])=[CH:13][C:12]=2[OH:22])[CH2:3][CH2:2]1.[Cl:24][C:25]1[C:26](Cl)=[N:27][CH:28]=[C:29]([CH:35]=1)[C:30]([O:32][CH2:33][CH3:34])=[O:31].C(=O)([O-])[O-].[K+].[K+].O. The catalyst is CN(C)C=O. The product is [Cl:24][C:25]1[C:26]([O:22][C:12]2[CH:13]=[C:14]([O:17][CH2:18][CH2:19][O:20][CH3:21])[CH:15]=[CH:16][C:11]=2[CH2:10][CH2:9][CH2:8][O:7][C:6]([NH:5][CH2:4][CH:1]2[CH2:3][CH2:2]2)=[O:23])=[N:27][CH:28]=[C:29]([CH:35]=1)[C:30]([O:32][CH2:33][CH3:34])=[O:31]. The yield is 0.950.